From a dataset of Forward reaction prediction with 1.9M reactions from USPTO patents (1976-2016). Predict the product of the given reaction. (1) The product is: [N:7]1[CH:6]=[CH:5][CH:11]=[CH:19][C:20]=1[CH2:22][O:12][C:10]1[CH:9]=[CH:8][C:6]2[N:7]=[C:3]([C:1]#[N:2])[S:4][C:5]=2[CH:11]=1. Given the reactants [C:1]([C:3]1[S:4][C:5]2[CH:11]=[C:10]([OH:12])[CH:9]=[CH:8][C:6]=2[N:7]=1)#[N:2].C(=O)([O-])[O-].[K+].[K+].[CH3:19][C:20]([CH3:22])=O, predict the reaction product. (2) Given the reactants Cl[C:2]1[C:3]2[C:4](=[CH:13][N:14](CC3C=CC(OC)=CC=3)[N:15]=2)[N:5]=[C:6]([C:8]2[S:9][CH:10]=[CH:11][CH:12]=2)[N:7]=1.[CH3:25][N:26]1[C:35]2[C:30](=[CH:31][CH:32]=[C:33]([NH2:36])[CH:34]=2)[CH2:29][CH2:28][CH2:27]1.Cl, predict the reaction product. The product is: [CH3:25][N:26]1[C:35]2[C:30](=[CH:31][CH:32]=[C:33]([NH:36][C:2]3[C:3]4[NH:15][N:14]=[CH:13][C:4]=4[N:5]=[C:6]([C:8]4[S:9][CH:10]=[CH:11][CH:12]=4)[N:7]=3)[CH:34]=2)[CH2:29][CH2:28][CH2:27]1. (3) Given the reactants FC(F)(F)S(O[C:7]1[CH:16]=[CH:15][C:14]2[N:13]([C:17](=[O:19])[CH3:18])[CH:12]([CH:20]3[CH2:22][CH2:21]3)[CH:11]([CH3:23])[CH:10]([NH:24][C:25]3[CH:30]=[CH:29][CH:28]=[CH:27][CH:26]=3)[C:9]=2[N:8]=1)(=O)=O.[CH3:33][NH:34][C:35](=[O:51])[C:36]1[CH:41]=[CH:40][C:39](B2OC(C)(C)C(C)(C)O2)=[CH:38][CH:37]=1.C(=O)([O-])[O-].[K+].[K+], predict the reaction product. The product is: [C:17]([N:13]1[C@@H:12]([CH:20]2[CH2:21][CH2:22]2)[C@H:11]([CH3:23])[C@@H:10]([NH:24][C:25]2[CH:30]=[CH:29][CH:28]=[CH:27][CH:26]=2)[C:9]2[N:8]=[C:7]([C:39]3[CH:40]=[CH:41][C:36]([C:35]([NH:34][CH3:33])=[O:51])=[CH:37][CH:38]=3)[CH:16]=[CH:15][C:14]1=2)(=[O:19])[CH3:18].